From a dataset of Experimentally validated miRNA-target interactions with 360,000+ pairs, plus equal number of negative samples. Binary Classification. Given a miRNA mature sequence and a target amino acid sequence, predict their likelihood of interaction. The miRNA is hsa-miR-4789-5p with sequence GUAUACACCUGAUAUGUGUAUG. The protein sequence of the target gene is MQKPPLLLRRPLPPKFTKLSLHEKKTHTAKTGKIESLHVAFTEDETTSIKMDRTRFPDVLRNQSLTPINIQNIFLDHCVQERVTAISSPQKSTKHVREQIPDTATGSIFFPHCNSASTRIFGKQTNKMESSRKFKTMKDVYTEKRLENILILSSKFSKPKSTPGSVIAQKLEKMHPKHQPLPESPGYTYQHISRDLSATVPSPPPMTVSMKPEGQWPEHFKSTATLTLRVTEFPGFVSLPTPVLPRKPHRQSVIETLVTENGNIESVPKQIPPRPPEGLTKTEKIESEIHVVRGEGFKTV.... Result: 1 (interaction).